Dataset: Catalyst prediction with 721,799 reactions and 888 catalyst types from USPTO. Task: Predict which catalyst facilitates the given reaction. (1) Reactant: [Br:1][C:2]1[C:11]2[C:10]([CH3:13])([CH3:12])[CH2:9][CH:8]=[C:7]([CH:14]([CH3:16])[CH3:15])[C:6]=2[CH:5]=[C:4]([C:17](=O)[CH2:18][CH3:19])[C:3]=1[O:21][CH2:22][CH3:23].[CH3:24][CH2:25][O:26][C:27]([CH:29](P(OCC)(OCC)=O)[F:30])=[O:28].C([Li])CCC. Product: [Br:1][C:2]1[C:11]2[C:10]([CH3:13])([CH3:12])[CH2:9][CH:8]=[C:7]([CH:14]([CH3:15])[CH3:16])[C:6]=2[CH:5]=[C:4](/[C:17](/[CH2:18][CH3:19])=[C:29](/[F:30])\[C:27]([O:26][CH2:25][CH3:24])=[O:28])[C:3]=1[O:21][CH2:22][CH3:23]. The catalyst class is: 1. (2) Product: [Cl:10][C:11]1[N:19]=[C:18]2[C:14]([N:15]=[CH:16][N:17]2[CH:20]2[CH2:25][CH2:24][CH2:23][CH2:22][O:21]2)=[C:13]([NH:1][CH:2]2[CH2:7][CH2:6][CH:5]([CH2:8][OH:9])[CH2:4][CH2:3]2)[N:12]=1. The catalyst class is: 32. Reactant: [NH2:1][C@H:2]1[CH2:7][CH2:6][C@H:5]([CH2:8][OH:9])[CH2:4][CH2:3]1.[Cl:10][C:11]1[N:19]=[C:18]2[C:14]([N:15]=[CH:16][N:17]2[CH:20]2[CH2:25][CH2:24][CH2:23][CH2:22][O:21]2)=[C:13](Cl)[N:12]=1.C(N(CC)CC)C.